This data is from Catalyst prediction with 721,799 reactions and 888 catalyst types from USPTO. The task is: Predict which catalyst facilitates the given reaction. (1) Reactant: [Cl:1][C:2]1[C:3]([F:36])=[C:4]([C@@H:8]2[C@:12]([C:15]3[CH:20]=[CH:19][C:18]([Cl:21])=[CH:17][C:16]=3[F:22])([C:13]#[N:14])[C@H:11]([CH2:23][C:24]([CH3:27])([CH3:26])[CH3:25])[CH2:10][N:9]2[C:28]([NH:30][CH2:31][CH2:32][C:33](O)=[O:34])=[O:29])[CH:5]=[CH:6][CH:7]=1.CC[N:39](C(C)C)C(C)C.CN(C(ON1N=NC2C=CC=NC1=2)=[N+](C)C)C.F[P-](F)(F)(F)(F)F.[Cl-].[NH4+]. Product: [C:33]([CH2:32][CH2:31][NH:30][C:28]([N:9]1[CH2:10][CH:11]([CH2:23][C:24]([CH3:25])([CH3:26])[CH3:27])[C:12]([C:15]2[CH:20]=[CH:19][C:18]([Cl:21])=[CH:17][C:16]=2[F:22])([C:13]#[N:14])[CH:8]1[C:4]1[CH:5]=[CH:6][CH:7]=[C:2]([Cl:1])[C:3]=1[F:36])=[O:29])(=[O:34])[NH2:39]. The catalyst class is: 3. (2) Reactant: [C:1](Cl)(=[O:3])[CH3:2].[NH2:5][C@@H:6]1[C:27]2[C:22](=[CH:23][CH:24]=[CH:25][CH:26]=2)[C:9]2([CH2:14][CH2:13][N:12]([C:15]([O:17][C:18]([CH3:21])([CH3:20])[CH3:19])=[O:16])[CH2:11][CH2:10]2)[CH2:8][CH2:7]1.C(N(CC)CC)C. Product: [C:1]([NH:5][C@@H:6]1[C:27]2[C:22](=[CH:23][CH:24]=[CH:25][CH:26]=2)[C:9]2([CH2:10][CH2:11][N:12]([C:15]([O:17][C:18]([CH3:19])([CH3:20])[CH3:21])=[O:16])[CH2:13][CH2:14]2)[CH2:8][CH2:7]1)(=[O:3])[CH3:2]. The catalyst class is: 10.